Dataset: Forward reaction prediction with 1.9M reactions from USPTO patents (1976-2016). Task: Predict the product of the given reaction. Given the reactants [CH2:1]([O:3][C:4]([CH:6]1[C:11](=[O:12])[CH2:10][CH2:9][N:8]([C:13]([O:15][C:16]([CH3:19])([CH3:18])[CH3:17])=[O:14])[CH2:7]1)=[O:5])[CH3:2].C(=O)([O-])[O-].[K+].[K+].[Br:26][C:27]1C(Br)=[C:29](C)[C:30](C)=[CH:31][CH:32]=1.[CH3:36][C:37]([CH3:39])=O, predict the reaction product. The product is: [CH2:1]([O:3][C:4]([C:6]1([CH2:36][C:37]2[CH:39]=[CH:29][CH:30]=[CH:31][C:32]=2[CH2:27][Br:26])[C:11](=[O:12])[CH2:10][CH2:9][N:8]([C:13]([O:15][C:16]([CH3:18])([CH3:17])[CH3:19])=[O:14])[CH2:7]1)=[O:5])[CH3:2].